From a dataset of Full USPTO retrosynthesis dataset with 1.9M reactions from patents (1976-2016). Predict the reactants needed to synthesize the given product. (1) Given the product [N:39]1([C:16]2[N:17]=[C:18]3[C:24]([C:25](=[O:30])[C:26]([CH3:29])([CH3:28])[CH3:27])=[CH:23][N:22]([CH2:31][O:32][CH2:33][CH2:34][Si:35]([CH3:38])([CH3:37])[CH3:36])[C:19]3=[N:20][CH:21]=2)[C:47]2[C:42](=[CH:43][CH:44]=[CH:45][CH:46]=2)[CH:41]=[CH:40]1, predict the reactants needed to synthesize it. The reactants are: N1CCCC1C(O)=O.C(=O)([O-])[O-].[K+].[K+].Br[C:16]1[N:17]=[C:18]2[C:24]([C:25](=[O:30])[C:26]([CH3:29])([CH3:28])[CH3:27])=[CH:23][N:22]([CH2:31][O:32][CH2:33][CH2:34][Si:35]([CH3:38])([CH3:37])[CH3:36])[C:19]2=[N:20][CH:21]=1.[NH:39]1[C:47]2[C:42](=[CH:43][CH:44]=[CH:45][CH:46]=2)[CH:41]=[CH:40]1.C(=O)(O)[O-].[Na+]. (2) The reactants are: [S:1]1[CH:5]=[CH:4][N:3]=[CH:2]1.[Li]CCCC.[O:11]=[C:12]1[CH2:18][CH2:17][CH2:16][N:15]([C:19]([O:21][C:22]([CH3:25])([CH3:24])[CH3:23])=[O:20])[CH2:14][CH2:13]1. Given the product [OH:11][C:12]1([C:2]2[S:1][CH:5]=[CH:4][N:3]=2)[CH2:18][CH2:17][CH2:16][N:15]([C:19]([O:21][C:22]([CH3:25])([CH3:24])[CH3:23])=[O:20])[CH2:14][CH2:13]1, predict the reactants needed to synthesize it. (3) Given the product [CH2:1]([CH2:6][NH2:7])[CH2:2][C:3]([OH:5])=[O:4].[NH2:8][CH2:9][C:10]([NH:12][CH2:13][C:14]([NH:16][CH2:17][C:18]([NH:20][CH2:21][CH2:22][C:23]([OH:25])=[O:24])=[O:19])=[O:15])=[O:11], predict the reactants needed to synthesize it. The reactants are: [CH2:1]([CH2:6][NH2:7])[CH2:2][C:3]([OH:5])=[O:4].[NH2:8][CH2:9][C:10]([NH:12][CH2:13][C:14]([NH:16][CH2:17][C:18]([NH:20][CH2:21][CH2:22][C:23]([O:25]C(C)(C)C)=[O:24])=[O:19])=[O:15])=[O:11].O. (4) Given the product [CH2:43]([C@@:18]([OH:42])([C@H:19]([O:34][CH2:35][C:36]1[CH:41]=[CH:40][CH:39]=[CH:38][CH:37]=1)[CH2:20][CH:21]=[CH:22][CH2:23][CH2:24][CH2:25][CH2:26][CH2:27][CH2:28][CH2:29][CH2:30][CH2:31][CH2:32][CH3:33])[C@@H:4]([NH:1][C:64](=[O:90])[CH2:65][CH2:66][CH2:67][CH2:68][CH2:69][CH2:70][CH2:71][CH2:72][CH2:73][CH2:74][CH2:75][CH2:76][CH2:77][CH2:78][CH2:79][CH2:80][CH2:81][CH2:82][CH2:83][CH2:84][CH2:85][CH2:86][CH2:87][CH2:88][CH3:89])[CH2:5][O:6][C@H:7]1[O:15][C@H:14]([CH2:16][OH:17])[C@H:12]([OH:13])[C@H:10]([OH:11])[C@H:8]1[OH:9])[C:44]1[CH:49]=[CH:48][CH:47]=[CH:46][CH:45]=1, predict the reactants needed to synthesize it. The reactants are: [N:1]([C@H:4]([C@:18]([CH2:43][C:44]1[CH:49]=[CH:48][CH:47]=[CH:46][CH:45]=1)([OH:42])[C@H:19]([O:34][CH2:35][C:36]1[CH:41]=[CH:40][CH:39]=[CH:38][CH:37]=1)[CH2:20][CH:21]=[CH:22][CH2:23][CH2:24][CH2:25][CH2:26][CH2:27][CH2:28][CH2:29][CH2:30][CH2:31][CH2:32][CH3:33])[CH2:5][O:6][C@H:7]1[O:15][C@H:14]([CH2:16][OH:17])[C@H:12]([OH:13])[C@H:10]([OH:11])[C@H:8]1[OH:9])=[N+]=[N-].P(C)(C)C.[OH-].[Na+].ClC(OCC(C)C)=O.[C:64](O)(=[O:90])[CH2:65][CH2:66][CH2:67][CH2:68][CH2:69][CH2:70][CH2:71][CH2:72][CH2:73][CH2:74][CH2:75][CH2:76][CH2:77][CH2:78][CH2:79][CH2:80][CH2:81][CH2:82][CH2:83][CH2:84][CH2:85][CH2:86][CH2:87][CH2:88][CH3:89].CCN(CC)CC. (5) Given the product [O:30]=[S:27]1(=[O:31])[CH2:28][CH2:29][N:24]([C:20]([C:17]2[S:16][C:15](/[CH:14]=[CH:13]/[C:12]3[C:8]([C:5]4[CH:4]=[CH:3][C:2]([F:1])=[CH:7][N:6]=4)=[N:9][O:10][C:11]=3[CH3:23])=[N:19][CH:18]=2)=[O:22])[CH2:25][CH2:26]1, predict the reactants needed to synthesize it. The reactants are: [F:1][C:2]1[CH:3]=[CH:4][C:5]([C:8]2[C:12](/[CH:13]=[CH:14]/[C:15]3[S:16][C:17]([C:20]([OH:22])=O)=[CH:18][N:19]=3)=[C:11]([CH3:23])[O:10][N:9]=2)=[N:6][CH:7]=1.[NH:24]1[CH2:29][CH2:28][S:27](=[O:31])(=[O:30])[CH2:26][CH2:25]1. (6) Given the product [NH2:1][C:2]1[S:3][C:4]([C:12]2[CH:13]=[CH:14][C:15]([O:20][CH3:19])=[N:16][CH:17]=2)=[C:5]([C:7]2[O:8][CH:9]=[CH:10][CH:11]=2)[N:6]=1, predict the reactants needed to synthesize it. The reactants are: [NH2:1][C:2]1[S:3][C:4]([C:12]2[CH:13]=[CH:14][C:15](Cl)=[N:16][CH:17]=2)=[C:5]([C:7]2[O:8][CH:9]=[CH:10][CH:11]=2)[N:6]=1.[CH3:19][OH:20].C[O-].[Na+]. (7) Given the product [Cl:1][C:2]1[C:3]([C:12]2[N:13]=[CH:14][CH:15]=[CH:16][N:17]=2)=[C:4]([CH:9]=[CH:10][CH:11]=1)[C:5]([O-:7])=[O:6].[Na+:19], predict the reactants needed to synthesize it. The reactants are: [Cl:1][C:2]1[C:3]([C:12]2[N:17]=[CH:16][CH:15]=[CH:14][N:13]=2)=[C:4]([CH:9]=[CH:10][CH:11]=1)[C:5]([O:7]C)=[O:6].[OH-].[Na+:19].O. (8) Given the product [C:37]([C:33]([CH3:36])([O:32][C:28]1[CH:27]=[C:26]([CH2:25][CH2:24][N:16]([CH2:17][CH2:18][CH2:19][CH2:20][CH2:21][CH2:22][CH3:23])[C:14](=[O:15])[NH:13][C:10]2[CH:9]=[CH:8][C:7]([C:6]([OH:40])=[O:5])=[CH:12][CH:11]=2)[CH:31]=[CH:30][CH:29]=1)[CH2:34][CH3:35])([OH:39])=[O:38], predict the reactants needed to synthesize it. The reactants are: C([O:5][C:6](=[O:40])[C:7]1[CH:12]=[CH:11][C:10]([NH:13][C:14]([N:16]([CH2:24][CH2:25][C:26]2[CH:31]=[CH:30][CH:29]=[C:28]([O:32][C:33]([C:37]([OH:39])=[O:38])([CH3:36])[CH2:34][CH3:35])[CH:27]=2)[CH2:17][CH2:18][CH2:19][CH2:20][CH2:21][CH2:22][CH3:23])=[O:15])=[CH:9][CH:8]=1)CCC.C(=O)([O-])[O-].[K+].[K+].CO.